From a dataset of Forward reaction prediction with 1.9M reactions from USPTO patents (1976-2016). Predict the product of the given reaction. (1) The product is: [ClH:23].[ClH:48].[ClH:23].[Cl:23][C:24]1[CH:25]=[CH:26][C:27]([C:30]2[O:31][C:32]([C:36]([N:41]3[CH2:42][CH2:43][NH:56][CH2:55][CH:44]3[CH2:45][O:46][C:14]3[CH:15]=[N:16][CH:11]=[CH:12][CH:13]=3)=[O:38])=[C:33]([CH3:35])[N:34]=2)=[CH:28][CH:29]=1. Given the reactants CN(C(ON1N=[N:16][C:11]2[CH:12]=[CH:13][CH:14]=[CH:15]C1=2)=[N+](C)C)C.[B-](F)(F)(F)F.[Cl:23][C:24]1[CH:29]=[CH:28][C:27]([C:30]2[O:31][C:32]([C:36]([OH:38])=O)=[C:33]([CH3:35])[N:34]=2)=[CH:26][CH:25]=1.C([N:41]([CH2:44][CH3:45])[CH2:42][CH3:43])C.[OH-:46].[Na+].[ClH:48].O1CCOCC1.[CH3:55][N:56](C=O)C, predict the reaction product. (2) Given the reactants [NH:1]1[CH2:6][CH2:5][CH:4]([N:7]2[CH:11]=[C:10]([C:12]3[CH:35]=[CH:34][C:15]4[N:16]([C:19]5[CH:20]=[C:21]([NH:30][C:31](=[O:33])[CH3:32])[CH:22]=[C:23]([N:25]6[CH:29]=[CH:28][CH:27]=[N:26]6)[CH:24]=5)[CH:17]=[N:18][C:14]=4[CH:13]=3)[CH:9]=[N:8]2)[CH2:3][CH2:2]1.N1C=CC=CC=1.[CH3:42][S:43](Cl)(=[O:45])=[O:44], predict the reaction product. The product is: [CH3:42][S:43]([N:1]1[CH2:6][CH2:5][CH:4]([N:7]2[CH:11]=[C:10]([C:12]3[CH:35]=[CH:34][C:15]4[N:16]([C:19]5[CH:20]=[C:21]([NH:30][C:31](=[O:33])[CH3:32])[CH:22]=[C:23]([N:25]6[CH:29]=[CH:28][CH:27]=[N:26]6)[CH:24]=5)[CH:17]=[N:18][C:14]=4[CH:13]=3)[CH:9]=[N:8]2)[CH2:3][CH2:2]1)(=[O:45])=[O:44]. (3) Given the reactants [Cl:1][C:2]1[CH:3]=[C:4]([C:8]2[CH:9]=[C:10]([CH2:16][N:17]3[CH:21]=[N:20][C:19]([C:22]([O:24]C)=O)=[N:18]3)[CH:11]=[N:12][C:13]=2[O:14][CH3:15])[CH:5]=[CH:6][CH:7]=1.[NH3:26], predict the reaction product. The product is: [Cl:1][C:2]1[CH:3]=[C:4]([C:8]2[CH:9]=[C:10]([CH2:16][N:17]3[CH:21]=[N:20][C:19]([C:22]([NH2:26])=[O:24])=[N:18]3)[CH:11]=[N:12][C:13]=2[O:14][CH3:15])[CH:5]=[CH:6][CH:7]=1. (4) Given the reactants [C:1]([NH:5][S:6]([C:9]1[S:10][CH:11]=[CH:12][CH:13]=1)(=[O:8])=[O:7])([CH3:4])([CH3:3])[CH3:2].[Li][CH2:15][CH2:16][CH2:17][CH3:18].ICCCC, predict the reaction product. The product is: [C:1]([NH:5][S:6]([C:9]1[S:10][C:11]([CH2:15][CH2:16][CH2:17][CH3:18])=[CH:12][CH:13]=1)(=[O:7])=[O:8])([CH3:4])([CH3:2])[CH3:3]. (5) Given the reactants [CH3:1][O:2][C:3]([C@@H:5]1[CH2:32][C@@H:31]2[CH2:33][N:6]1[C:7](=[O:40])[C@H:8]([C:36]([CH3:39])([CH3:38])[CH3:37])[NH:9][C:10](=[O:35])[O:11][C@@H:12]1[CH2:34][C@H:13]1[CH2:14][CH2:15][CH2:16][CH2:17][CH2:18][C:19]1[C:20]([O:30]2)=[N:21][C:22]2[CH:23]=[CH:24][CH:25]=[CH:26][C:27]=2[C:28]=1[OH:29])=[O:4].[S:41](O[S:41]([C:44]([F:47])([F:46])[F:45])(=[O:43])=[O:42])([C:44]([F:47])([F:46])[F:45])(=[O:43])=[O:42].O, predict the reaction product. The product is: [CH3:1][O:2][C:3]([C@@H:5]1[CH2:32][C@@H:31]2[CH2:33][N:6]1[C:7](=[O:40])[C@H:8]([C:36]([CH3:37])([CH3:39])[CH3:38])[NH:9][C:10](=[O:35])[O:11][C@@H:12]1[CH2:34][C@H:13]1[CH2:14][CH2:15][CH2:16][CH2:17][CH2:18][C:19]1[C:20]([O:30]2)=[N:21][C:22]2[CH:23]=[CH:24][CH:25]=[CH:26][C:27]=2[C:28]=1[O:29][S:41]([C:44]([F:47])([F:46])[F:45])(=[O:43])=[O:42])=[O:4].